This data is from Full USPTO retrosynthesis dataset with 1.9M reactions from patents (1976-2016). The task is: Predict the reactants needed to synthesize the given product. (1) Given the product [CH:22]1([N:9]2[C:10]3[C:15](=[CH:14][CH:13]=[C:12]([O:19][CH2:20][CH3:21])[CH:11]=3)[C:16]([C:17]#[N:18])=[C:8]2[C:5]2[CH:4]=[CH:3][C:2]([NH:1][CH2:31][CH2:32][C:33]3[CH:34]=[CH:35][CH:30]=[CH:40][N:36]=3)=[CH:7][CH:6]=2)[CH2:23][CH2:24][CH2:25]1, predict the reactants needed to synthesize it. The reactants are: [NH2:1][C:2]1[CH:7]=[CH:6][C:5]([C:8]2[N:9]([CH:22]3[CH2:25][CH2:24][CH2:23]3)[C:10]3[C:15]([C:16]=2[C:17]#[N:18])=[CH:14][CH:13]=[C:12]([O:19][CH2:20][CH3:21])[CH:11]=3)=[CH:4][CH:3]=1.ClC(O[C:30]1[CH:35]=[CH:34][C:33]([N+:36]([O-])=O)=[CH:32][CH:31]=1)=O.N1C=CC=C[CH:40]=1.COCCOCCO. (2) The reactants are: [CH3:1][N:2]1[CH2:7][CH2:6][N:5]([CH2:8][CH2:9][CH2:10][C:11]2[C:19]3[CH2:18][CH2:17][CH2:16][CH2:15][C:14]=3[NH:13][C:12]=2[CH:20]=O)[CH2:4][CH2:3]1.[CH2:22]([S:24]([C:27]1[CH:28]=[C:29]2[C:33](=[CH:34][CH:35]=1)[NH:32][C:31](=[O:36])[CH2:30]2)(=[O:26])=[O:25])[CH3:23]. Given the product [CH2:22]([S:24]([C:27]1[CH:28]=[C:29]2[C:33](=[CH:34][CH:35]=1)[NH:32][C:31](=[O:36])/[C:30]/2=[CH:20]\[C:12]1[NH:13][C:14]2[CH2:15][CH2:16][CH2:17][CH2:18][C:19]=2[C:11]=1[CH2:10][CH2:9][CH2:8][N:5]1[CH2:4][CH2:3][N:2]([CH3:1])[CH2:7][CH2:6]1)(=[O:25])=[O:26])[CH3:23], predict the reactants needed to synthesize it. (3) Given the product [C:39]([N:8]([C:5]1[N:4]=[CH:3][C:2]([Cl:1])=[CH:7][N:6]=1)[C:9](=[O:34])[C:10]1[CH:15]=[CH:14][C:13]([C:16]2[CH2:20][C:19]([C:25]3[CH:26]=[C:27]([Cl:32])[CH:28]=[C:29]([Cl:31])[CH:30]=3)([C:21]([F:23])([F:24])[F:22])[O:18][N:17]=2)=[CH:12][C:11]=1[CH3:33])(=[O:41])[CH3:40], predict the reactants needed to synthesize it. The reactants are: [Cl:1][C:2]1[CH:3]=[N:4][C:5]([NH:8][C:9](=[O:34])[C:10]2[CH:15]=[CH:14][C:13]([C:16]3[CH2:20][C:19]([C:25]4[CH:30]=[C:29]([Cl:31])[CH:28]=[C:27]([Cl:32])[CH:26]=4)([C:21]([F:24])([F:23])[F:22])[O:18][N:17]=3)=[CH:12][C:11]=2[CH3:33])=[N:6][CH:7]=1.[H-].[Na+].[H][H].[C:39](Cl)(=[O:41])[CH3:40]. (4) Given the product [C:13]([NH:16][C:17]([CH2:38][CH2:39][CH2:40][NH:41][CH2:10][CH2:9][C:3]1[CH:4]=[CH:5][C:6]([Cl:8])=[CH:7][C:2]=1[Cl:1])([CH2:25][CH2:26][CH2:27][CH2:28][B:29]1[O:30][C:31]([CH3:37])([CH3:36])[C:32]([CH3:35])([CH3:34])[O:33]1)[C:18]([NH:20][C:21]([CH3:24])([CH3:23])[CH3:22])=[O:19])(=[O:15])[CH3:14], predict the reactants needed to synthesize it. The reactants are: [Cl:1][C:2]1[CH:7]=[C:6]([Cl:8])[CH:5]=[CH:4][C:3]=1[CH2:9][CH:10]=O.Cl.[C:13]([NH:16][C:17]([CH2:38][CH2:39][CH2:40][NH2:41])([CH2:25][CH2:26][CH2:27][CH2:28][B:29]1[O:33][C:32]([CH3:35])([CH3:34])[C:31]([CH3:37])([CH3:36])[O:30]1)[C:18]([NH:20][C:21]([CH3:24])([CH3:23])[CH3:22])=[O:19])(=[O:15])[CH3:14].C(O[BH-](OC(=O)C)OC(=O)C)(=O)C.[Na+]. (5) The reactants are: C[Si](C)(C)[O-].[K+].[C:7]1([C:52]2[CH:57]=[CH:56][CH:55]=[CH:54][CH:53]=2)[CH:12]=[CH:11][C:10]([NH:13][C:14]([NH:16][C:17]2[CH:22]=[CH:21][CH:20]=[C:19]([CH2:23][O:24][CH2:25][CH2:26][O:27][CH2:28][CH2:29][CH2:30][CH2:31][CH2:32][CH2:33][N:34]3[CH2:38][C@@H:37]([C:39]4[CH:50]=[CH:49][C:42]5[O:43][C:44]([CH3:48])([CH3:47])[O:45][CH2:46][C:41]=5[CH:40]=4)[O:36]C3=O)[CH:18]=2)=[O:15])=[CH:9][CH:8]=1.P([O-])([O-])([O-])=O. Given the product [C:7]1([C:52]2[CH:53]=[CH:54][CH:55]=[CH:56][CH:57]=2)[CH:12]=[CH:11][C:10]([NH:13][C:14]([NH:16][C:17]2[CH:22]=[CH:21][CH:20]=[C:19]([CH2:23][O:24][CH2:25][CH2:26][O:27][CH2:28][CH2:29][CH2:30][CH2:31][CH2:32][CH2:33][NH:34][CH2:38][C@@H:37]([C:39]3[CH:50]=[CH:49][C:42]4[O:43][C:44]([CH3:47])([CH3:48])[O:45][CH2:46][C:41]=4[CH:40]=3)[OH:36])[CH:18]=2)=[O:15])=[CH:9][CH:8]=1, predict the reactants needed to synthesize it. (6) Given the product [CH3:21][O:20][C:18]([C:17]1[C:22](=[O:23])[NH:1][C:2]2[C:3]([CH:15]=1)=[CH:4][N:5]=[C:6]([N:8]1[CH2:9][CH2:10][N:11]([CH3:14])[CH2:12][CH2:13]1)[CH:7]=2)=[O:19], predict the reactants needed to synthesize it. The reactants are: [NH2:1][C:2]1[CH:7]=[C:6]([N:8]2[CH2:13][CH2:12][N:11]([CH3:14])[CH2:10][CH2:9]2)[N:5]=[CH:4][C:3]=1[CH:15]=O.[CH2:17]([C:22](OC)=[O:23])[C:18]([O:20][CH3:21])=[O:19].CC(O)=O.N1CCCCC1. (7) Given the product [F:18][C:14]1[CH:13]=[C:12]([C:9](=[O:8])[C@H:10]([OH:21])[CH3:11])[CH:17]=[CH:16][CH:15]=1, predict the reactants needed to synthesize it. The reactants are: C([Si]([O:8]/[C:9](/[C:12]1[CH:17]=[CH:16][CH:15]=[C:14]([F:18])[CH:13]=1)=[CH:10]\[CH3:11])(C)C)(C)(C)C.CS(N)(=O)=[O:21]. (8) Given the product [C:68]([O:1][CH:2]([O:20][C:21]1[CH:22]=[C:23]([N+:65]([O-:67])=[O:66])[CH:24]=[C:25]([O:46][CH2:47][CH2:48][CH2:49][CH2:50][CH2:51][CH2:52][CH2:53][CH2:54][CH2:55][CH2:56][CH2:57][CH2:58][CH2:59][CH2:60][CH2:61][CH2:62][CH2:63][CH3:64])[C:26]=1[O:27][CH2:28][CH2:29][CH2:30][CH2:31][CH2:32][CH2:33][CH2:34][CH2:35][CH2:36][CH2:37][CH2:38][CH2:39][CH2:40][CH2:41][CH2:42][CH2:43][CH2:44][CH3:45])[CH2:3][CH2:4][CH2:5][CH2:6][CH2:7][CH2:8][CH2:9][CH2:10][CH2:11][CH2:12][CH2:13][CH2:14][CH2:15][CH2:16][CH2:17][CH2:18][CH3:19])(=[O:69])[CH:70]=[CH2:71], predict the reactants needed to synthesize it. The reactants are: [OH:1][CH:2]([O:20][C:21]1[CH:22]=[C:23]([N+:65]([O-:67])=[O:66])[CH:24]=[C:25]([O:46][CH2:47][CH2:48][CH2:49][CH2:50][CH2:51][CH2:52][CH2:53][CH2:54][CH2:55][CH2:56][CH2:57][CH2:58][CH2:59][CH2:60][CH2:61][CH2:62][CH2:63][CH3:64])[C:26]=1[O:27][CH2:28][CH2:29][CH2:30][CH2:31][CH2:32][CH2:33][CH2:34][CH2:35][CH2:36][CH2:37][CH2:38][CH2:39][CH2:40][CH2:41][CH2:42][CH2:43][CH2:44][CH3:45])[CH2:3][CH2:4][CH2:5][CH2:6][CH2:7][CH2:8][CH2:9][CH2:10][CH2:11][CH2:12][CH2:13][CH2:14][CH2:15][CH2:16][CH2:17][CH2:18][CH3:19].[C:68](Cl)([CH:70]=[CH2:71])=[O:69]. (9) The reactants are: [NH2:1][C:2]1[S:3][C:4]2[CH2:15][CH2:14][CH2:13][CH2:12][C:5]=2[C:6]=1[C:7]([O:9][CH2:10][CH3:11])=[O:8].[C:16](OC(=O)C)(=[O:18])[CH3:17]. Given the product [C:16]([NH:1][C:2]1[S:3][C:4]2[CH2:15][CH2:14][CH2:13][CH2:12][C:5]=2[C:6]=1[C:7]([O:9][CH2:10][CH3:11])=[O:8])(=[O:18])[CH3:17], predict the reactants needed to synthesize it. (10) Given the product [Cl:24][C:22]1[CH:21]=[CH:20][C:19]([F:25])=[C:18]([C:10]2[CH:9]=[C:8]([C:4]3[CH:5]=[N:6][CH:7]=[C:2]([C:34]#[C:33][Si:35]([CH2:40][CH3:41])([CH2:38][CH3:39])[CH2:36][CH3:37])[CH:3]=3)[C:17]3[C:12](=[N:13][CH:14]=[CH:15][CH:16]=3)[N:11]=2)[CH:23]=1, predict the reactants needed to synthesize it. The reactants are: Br[C:2]1[CH:3]=[C:4]([C:8]2[C:17]3[C:12](=[N:13][CH:14]=[CH:15][CH:16]=3)[N:11]=[C:10]([C:18]3[CH:23]=[C:22]([Cl:24])[CH:21]=[CH:20][C:19]=3[F:25])[CH:9]=2)[CH:5]=[N:6][CH:7]=1.C(N(CC)CC)C.[CH2:33]([Si:35]([C:40]#[CH:41])([CH2:38][CH3:39])[CH2:36][CH3:37])[CH3:34].